Dataset: NCI-60 drug combinations with 297,098 pairs across 59 cell lines. Task: Regression. Given two drug SMILES strings and cell line genomic features, predict the synergy score measuring deviation from expected non-interaction effect. (1) Drug 1: C1=C(C(=O)NC(=O)N1)N(CCCl)CCCl. Drug 2: C1=NC2=C(N1)C(=S)N=C(N2)N. Cell line: SF-295. Synergy scores: CSS=46.7, Synergy_ZIP=0.711, Synergy_Bliss=0.897, Synergy_Loewe=0.492, Synergy_HSA=4.60. (2) Drug 1: C1=C(C(=O)NC(=O)N1)F. Drug 2: CCCCC(=O)OCC(=O)C1(CC(C2=C(C1)C(=C3C(=C2O)C(=O)C4=C(C3=O)C=CC=C4OC)O)OC5CC(C(C(O5)C)O)NC(=O)C(F)(F)F)O. Cell line: LOX IMVI. Synergy scores: CSS=30.5, Synergy_ZIP=-5.31, Synergy_Bliss=-7.57, Synergy_Loewe=-4.30, Synergy_HSA=-4.22.